From a dataset of Full USPTO retrosynthesis dataset with 1.9M reactions from patents (1976-2016). Predict the reactants needed to synthesize the given product. (1) Given the product [F:1][C:2]1[CH:3]=[CH:4][C:5]2[N:8]([C:10]([C@@H:12]3[CH2:16][CH2:15][CH2:14][N:13]3[CH:17]([CH3:19])[CH3:18])=[N:41][N:6]=2)[CH:7]=1, predict the reactants needed to synthesize it. The reactants are: [F:1][C:2]1[CH:3]=[CH:4][C:5]([N:8]([C:10]([C@@H:12]2[CH2:16][CH2:15][CH2:14][N:13]2[CH:17]([CH3:19])[CH3:18])=O)N)=[N:6][CH:7]=1.C1C=CC(P(C2C=CC=CC=2)C2C=CC=CC=2)=CC=1.CC[N:41](CC)CC.ClC(Cl)(Cl)C(Cl)(Cl)Cl. (2) Given the product [CH3:2][S:3]([NH:6][C:7]1[CH:15]=[C:14]2[C:10]([CH:11]=[C:12]([C:16]([NH2:33])=[O:18])[NH:13]2)=[CH:9][CH:8]=1)(=[O:4])=[O:5], predict the reactants needed to synthesize it. The reactants are: Cl.[CH3:2][S:3]([NH:6][C:7]1[CH:15]=[C:14]2[C:10]([CH:11]=[C:12]([C:16]([OH:18])=O)[NH:13]2)=[CH:9][CH:8]=1)(=[O:5])=[O:4].COC1C=CC(S(C2C=C(C=CC=2)[NH2:33])(=O)=O)=CC=1.CN(C(ON1N=NC2C=CC=NC1=2)=[N+](C)C)C.F[P-](F)(F)(F)(F)F.CCN(C(C)C)C(C)C. (3) Given the product [CH3:1][O:2][C:3]([C:5]12[CH2:14][CH:9]3[CH2:10][CH:11]([CH2:13][CH:7]([CH:8]3[NH:15][C:16](=[O:24])[C:17]3[CH:22]=[CH:21][CH:20]=[C:19]([NH:23][S:38]([C:33]4[CH:34]=[CH:35][CH:36]=[CH:37][C:32]=4[F:31])(=[O:40])=[O:39])[CH:18]=3)[CH2:6]1)[CH2:12]2)=[O:4], predict the reactants needed to synthesize it. The reactants are: [CH3:1][O:2][C:3]([C:5]12[CH2:14][CH:9]3[CH2:10][CH:11]([CH2:13][CH:7]([CH:8]3[NH:15][C:16](=[O:24])[C:17]3[CH:22]=[CH:21][CH:20]=[C:19]([NH2:23])[CH:18]=3)[CH2:6]1)[CH2:12]2)=[O:4].N1C=CC=CC=1.[F:31][C:32]1[CH:37]=[CH:36][CH:35]=[CH:34][C:33]=1[S:38](Cl)(=[O:40])=[O:39]. (4) Given the product [Br:1][C:2]1[CH:7]=[CH:6][CH:5]=[CH:4][C:3]=1[C:8]1[NH:40][C:37]2[C:38]([C:9]=1[CH2:10][CH2:11][CH2:12][N:13]1[CH2:18][CH2:17][CH:16]([C:19]3[CH:20]=[C:21]([NH:25][C:26](=[O:30])[CH:27]([CH3:29])[CH3:28])[CH:22]=[CH:23][CH:24]=3)[CH2:15][CH2:14]1)=[CH:39][C:34]([CH3:33])=[CH:35][CH:36]=2, predict the reactants needed to synthesize it. The reactants are: [Br:1][C:2]1[CH:7]=[CH:6][CH:5]=[CH:4][C:3]=1[C:8](=O)[CH2:9][CH2:10][CH2:11][CH2:12][N:13]1[CH2:18][CH2:17][CH:16]([C:19]2[CH:20]=[C:21]([NH:25][C:26](=[O:30])[CH:27]([CH3:29])[CH3:28])[CH:22]=[CH:23][CH:24]=2)[CH2:15][CH2:14]1.Cl.[CH3:33][C:34]1[CH:39]=[CH:38][C:37]([NH:40]N)=[CH:36][CH:35]=1.